This data is from Orexin1 receptor HTS with 218,158 compounds and 233 confirmed actives. The task is: Binary Classification. Given a drug SMILES string, predict its activity (active/inactive) in a high-throughput screening assay against a specified biological target. (1) The drug is s\1c2c([nH]c(=O)c1=C\c1ccc(cc1)C)cc(C(=O)NCC1N(CCC1)CC)cc2. The result is 0 (inactive). (2) The compound is O=C1NC(=O)NC1(CC(C)C)C. The result is 0 (inactive). (3) The drug is o1c2c(c(=O)c3c1cccc3)ccc(c1cc3c([nH]cc3)cc1)c2. The result is 1 (active).